From a dataset of Catalyst prediction with 721,799 reactions and 888 catalyst types from USPTO. Predict which catalyst facilitates the given reaction. (1) Product: [N:2]1[CH:7]=[CH:6][CH:5]=[C:4]([CH2:8][CH2:9][C:10]([O:12][CH2:13][C:14]2[CH:19]=[CH:18][CH:17]=[CH:16][CH:15]=2)=[O:11])[CH:3]=1. The catalyst class is: 13. Reactant: Cl.[N:2]1[CH:7]=[CH:6][CH:5]=[C:4]([CH2:8][CH2:9][C:10]([OH:12])=[O:11])[CH:3]=1.[CH2:13](O)[C:14]1[CH:19]=[CH:18][CH:17]=[CH:16][CH:15]=1.O.C1(C)C=CC(S(O)(=O)=O)=CC=1.C(=O)([O-])O.[Na+]. (2) Reactant: [CH3:1][S:2]([C:5]1([C:18]([O:20][CH2:21][CH3:22])=[O:19])[CH2:10][CH2:9][N:8](C(OC(C)(C)C)=O)[CH2:7][CH2:6]1)(=[O:4])=[O:3].[ClH:23].O1CCOCC1. Product: [ClH:23].[CH3:1][S:2]([C:5]1([C:18]([O:20][CH2:21][CH3:22])=[O:19])[CH2:10][CH2:9][NH:8][CH2:7][CH2:6]1)(=[O:4])=[O:3]. The catalyst class is: 12. (3) Reactant: [F:1][C:2]1[CH:7]=[CH:6][C:5]([C:8]([F:11])([F:10])[F:9])=[CH:4][C:3]=1[N:12]=[C:13]=[O:14].[NH2:15][C:16]1[CH:21]=[CH:20][C:19]([C:22]2[C:26]3=[N:27][CH:28]=[CH:29][CH:30]=[C:25]3[NH:24][C:23]=2[C:31]([NH2:33])=[O:32])=[CH:18][CH:17]=1. Product: [F:1][C:2]1[CH:7]=[CH:6][C:5]([C:8]([F:11])([F:10])[F:9])=[CH:4][C:3]=1[NH:12][C:13](=[O:14])[NH:15][C:16]1[CH:17]=[CH:18][C:19]([C:22]2[C:26]3=[N:27][CH:28]=[CH:29][CH:30]=[C:25]3[NH:24][C:23]=2[C:31]([NH2:33])=[O:32])=[CH:20][CH:21]=1. The catalyst class is: 7.